This data is from Full USPTO retrosynthesis dataset with 1.9M reactions from patents (1976-2016). The task is: Predict the reactants needed to synthesize the given product. (1) Given the product [O:8]1[CH2:17][CH2:16][NH:1][C:2]2[CH:7]=[CH:6][CH:5]=[CH:4][C:3]1=2, predict the reactants needed to synthesize it. The reactants are: [NH2:1][C:2]1[CH:7]=[CH:6][CH:5]=[CH:4][C:3]=1[OH:8].C(=O)([O-])[O-].[K+].[K+].Br[CH2:16][CH2:17]Br. (2) Given the product [F:1][C:2]1[CH:3]=[CH:4][C:5]([CH:8]2[O:52][C:50](=[O:35])[NH:47][CH:9]2[CH2:13][C:14]2[CH:19]=[CH:18][CH:17]=[C:16]([O:20][C:21]([F:25])([F:26])[CH:22]([F:23])[F:24])[N:15]=2)=[CH:6][CH:7]=1, predict the reactants needed to synthesize it. The reactants are: [F:1][C:2]1[CH:7]=[CH:6][C:5]([CH:8](O)[CH:9]([CH2:13][C:14]2[CH:19]=[CH:18][CH:17]=[C:16]([O:20][C:21]([F:26])([F:25])[CH:22]([F:24])[F:23])[N:15]=2)C(O)=O)=[CH:4][CH:3]=1.C1(P(N=[N+]=[N-])(C2C=CC=CC=2)=[O:35])C=CC=CC=1.C([N:47]([CH2:50]C)CC)C.[OH2:52]. (3) Given the product [Cl:3][C:4]1[CH:5]=[C:6]([C:11]2([C:12]#[N:13])[CH2:18][CH:17]=[CH:16][CH2:15]2)[CH:7]=[CH:8][C:9]=1[Cl:10], predict the reactants needed to synthesize it. The reactants are: [H-].[Na+].[Cl:3][C:4]1[CH:5]=[C:6]([CH2:11][C:12]#[N:13])[CH:7]=[CH:8][C:9]=1[Cl:10].Cl/[CH:15]=[CH:16]\[CH2:17][CH2:18]Cl.O. (4) Given the product [Br:41][CH2:40][C:37]1[CH:38]=[CH:39][C:34]([C:31]2[O:30][C:29]([C:10]3[C:11]([N:14]([C:15]([O:16][C:17]([CH3:20])([CH3:18])[CH3:19])=[O:21])[C:22](=[O:23])[O:24][C:25]([CH3:28])([CH3:26])[CH3:27])=[N:12][CH:13]=[C:8]([C:50]4[CH:49]=[CH:48][C:47](=[O:61])[N:46]([CH:43]([CH3:45])[CH3:44])[CH:51]=4)[N:9]=3)=[N:33][N:32]=2)=[C:35]([CH3:42])[CH:36]=1, predict the reactants needed to synthesize it. The reactants are: C([O-])([O-])=O.[Na+].[Na+].Br[C:8]1[N:9]=[C:10]([C:29]2[O:30][C:31]([C:34]3[CH:39]=[CH:38][C:37]([CH2:40][Br:41])=[CH:36][C:35]=3[CH3:42])=[N:32][N:33]=2)[C:11]([N:14]([C:22]([O:24][C:25]([CH3:28])([CH3:27])[CH3:26])=[O:23])[C:15](=[O:21])[O:16][C:17]([CH3:20])([CH3:19])[CH3:18])=[N:12][CH:13]=1.[CH:43]([N:46]1[CH:51]=[C:50](B2OC(C)(C)C(C)(C)O2)[CH:49]=[CH:48][C:47]1=[O:61])([CH3:45])[CH3:44]. (5) Given the product [CH2:1]([O:3][C:4](=[O:21])[C:5]1[CH:6]=[C:7]([C:8]2[O:10][N:44]=[C:31]([CH3:32])[N:30]=2)[CH:11]=[C:12]([C:14]([N:15]([CH3:19])[CH2:16][CH2:17][CH3:18])=[O:20])[CH:13]=1)[CH3:2], predict the reactants needed to synthesize it. The reactants are: [CH2:1]([O:3][C:4](=[O:21])[C:5]1[CH:13]=[C:12]([C:14](=[O:20])[N:15]([CH3:19])[CH2:16][CH2:17][CH3:18])[CH:11]=[C:7]([C:8]([OH:10])=O)[CH:6]=1)[CH3:2].Cl.CN(C)CCCN=C=[N:30][CH2:31][CH3:32].C1COCC1.[F-].C([N+:44](CCCC)(CCCC)CCCC)CCC. (6) Given the product [Cl:38][C:35]1[CH:36]=[CH:37][C:32]([CH:31]2[N:26]3[C:27]([S:28][C:24]([C:22]([N:21]([CH:19]4[CH2:20][N:17]([C:14](=[O:16])[N:3]([CH3:4])[CH3:1])[CH2:18]4)[CH2:50][CH3:51])=[O:23])=[C:25]3[CH:47]([CH3:49])[CH3:48])=[N:29][C:30]2([C:40]2[CH:45]=[CH:44][C:43]([Cl:46])=[CH:42][CH:41]=2)[CH3:39])=[CH:33][CH:34]=1, predict the reactants needed to synthesize it. The reactants are: [CH2:1]([N:3](CC)[CH2:4]C)C.CN(C)C(Cl)=O.[C:14]([N:17]1[CH2:20][CH:19]([N:21]([CH2:50][CH3:51])[C:22]([C:24]2[S:28][C:27]3=[N:29][C:30]([C:40]4[CH:45]=[CH:44][C:43]([Cl:46])=[CH:42][CH:41]=4)([CH3:39])[CH:31]([C:32]4[CH:37]=[CH:36][C:35]([Cl:38])=[CH:34][CH:33]=4)[N:26]3[C:25]=2[CH:47]([CH3:49])[CH3:48])=[O:23])[CH2:18]1)(=[O:16])C. (7) Given the product [OH:34][C:28]([C:30]([F:33])([F:32])[F:31])=[O:29].[NH:13]1[CH2:17][CH2:16][CH2:15][C:14]1=[O:18], predict the reactants needed to synthesize it. The reactants are: CC([Si](C)(C)O[C@H]1[C@H]([N:13]2[CH2:17][CH2:16][CH2:15][C:14]2=[O:18])CCN(C(OC(C)(C)C)=O)C1)(C)C.[C:28]([OH:34])([C:30]([F:33])([F:32])[F:31])=[O:29].